From a dataset of NCI-60 drug combinations with 297,098 pairs across 59 cell lines. Regression. Given two drug SMILES strings and cell line genomic features, predict the synergy score measuring deviation from expected non-interaction effect. (1) Drug 1: C1CC(=O)NC(=O)C1N2CC3=C(C2=O)C=CC=C3N. Drug 2: C1=CC=C(C(=C1)C(C2=CC=C(C=C2)Cl)C(Cl)Cl)Cl. Cell line: SK-OV-3. Synergy scores: CSS=9.51, Synergy_ZIP=-1.88, Synergy_Bliss=3.83, Synergy_Loewe=4.37, Synergy_HSA=4.56. (2) Drug 1: C1=CN(C(=O)N=C1N)C2C(C(C(O2)CO)O)O.Cl. Drug 2: CC1C(C(CC(O1)OC2CC(CC3=C2C(=C4C(=C3O)C(=O)C5=C(C4=O)C(=CC=C5)OC)O)(C(=O)CO)O)N)O.Cl. Cell line: MALME-3M. Synergy scores: CSS=47.4, Synergy_ZIP=-10.0, Synergy_Bliss=-6.62, Synergy_Loewe=-16.6, Synergy_HSA=-1.34. (3) Drug 1: CN(C(=O)NC(C=O)C(C(C(CO)O)O)O)N=O. Drug 2: CC(C)NC(=O)C1=CC=C(C=C1)CNNC.Cl. Cell line: SF-539. Synergy scores: CSS=4.22, Synergy_ZIP=-0.254, Synergy_Bliss=1.79, Synergy_Loewe=2.31, Synergy_HSA=2.13. (4) Drug 1: C1CC(=O)NC(=O)C1N2CC3=C(C2=O)C=CC=C3N. Drug 2: CC1CCC2CC(C(=CC=CC=CC(CC(C(=O)C(C(C(=CC(C(=O)CC(OC(=O)C3CCCCN3C(=O)C(=O)C1(O2)O)C(C)CC4CCC(C(C4)OC)OCCO)C)C)O)OC)C)C)C)OC. Cell line: SNB-75. Synergy scores: CSS=14.7, Synergy_ZIP=1.90, Synergy_Bliss=2.17, Synergy_Loewe=5.47, Synergy_HSA=6.19.